This data is from Buchwald-Hartwig C-N cross coupling reaction yields with 55,370 reactions. The task is: Predict the reaction yield, written as a fraction of the theoretical maximum amount of product (1.0 means a 100% yield; for example, 0.34 means a 34% yield). (1) The reactants are COc1ccc(I)cc1.Cc1ccc(N)cc1.O=S(=O)(O[Pd]1c2ccccc2-c2ccccc2N~1)C(F)(F)F.COc1ccc(OC)c(P(C(C)(C)C)C(C)(C)C)c1-c1c(C(C)C)cc(C(C)C)cc1C(C)C.CN(C)C(=NC(C)(C)C)N(C)C.Cc1cc(-c2ccccc2)on1. No catalyst specified. The product is COc1ccc(Nc2ccc(C)cc2)cc1. The yield is 0.401. (2) The reactants are FC(F)(F)c1ccc(Cl)cc1.Cc1ccc(N)cc1.O=S(=O)(O[Pd]1c2ccccc2-c2ccccc2N~1)C(F)(F)F.CC(C)c1cc(C(C)C)c(-c2ccccc2P(C(C)(C)C)C(C)(C)C)c(C(C)C)c1.CN(C)C(=NC(C)(C)C)N(C)C.c1ccc2nocc2c1. No catalyst specified. The product is Cc1ccc(Nc2ccc(C(F)(F)F)cc2)cc1. The yield is 0.00331.